From a dataset of Full USPTO retrosynthesis dataset with 1.9M reactions from patents (1976-2016). Predict the reactants needed to synthesize the given product. (1) Given the product [NH:17]1[C:6]([C:2]2[S:1][CH:5]=[CH:4][N:3]=2)=[CH:7][CH:12]=[N:10]1, predict the reactants needed to synthesize it. The reactants are: [S:1]1[CH:5]=[CH:4][N:3]=[C:2]1[C:6](=O)[CH3:7].C[N:10]([CH:12]=O)C.CC([N:17](C)C)=O.CC(O)=O.NN. (2) Given the product [F:43][C:44]1[CH:51]=[CH:50][C:47]([CH2:48][N:10]2[C:11]3[C:12](=[N:13][CH:14]=[C:15]([C:17]4[CH:18]=[CH:19][CH:20]=[CH:21][CH:22]=4)[CH:16]=3)[N:23]=[C:9]2[C:5]2[CH:6]=[CH:7][CH:8]=[C:3]([O:2][CH3:1])[CH:4]=2)=[CH:46][CH:45]=1, predict the reactants needed to synthesize it. The reactants are: [CH3:1][O:2][C:3]1[CH:4]=[C:5]([C:9]2[NH:10][C:11]3[C:12]([N:23]=2)=[N:13][CH:14]=[C:15]([C:17]2[CH:22]=[CH:21][CH:20]=[CH:19][CH:18]=2)[CH:16]=3)[CH:6]=[CH:7][CH:8]=1.[B].C(N=P1(N(CC)CC)N(C)CCCN1C)(C)(C)C.[F:43][C:44]1[CH:51]=[CH:50][C:47]([CH2:48]Cl)=[CH:46][CH:45]=1. (3) Given the product [Br:1][C:2]1[CH:7]=[CH:6][N:5]2[C:11](=[O:12])[C:10]([C:15]([O:17][CH3:18])=[O:16])=[CH:9][N:8]=[C:4]2[CH:3]=1, predict the reactants needed to synthesize it. The reactants are: [Br:1][C:2]1[CH:7]=[CH:6][N:5]=[C:4]([NH:8][CH:9]=[C:10]([C:15]([O:17][CH3:18])=[O:16])[C:11](OC)=[O:12])[CH:3]=1.P(Br)(Br)(Br)=O.C([O-])([O-])=O.[Na+].[Na+]. (4) Given the product [Br:1][C:2]([Br:4])=[CH:31][CH2:32][CH:33]1[CH2:34][CH2:35][N:36]([C:39]([O:41][C:42]([CH3:43])([CH3:45])[CH3:44])=[O:40])[CH2:37][CH2:38]1, predict the reactants needed to synthesize it. The reactants are: [Br:1][CH:2]([Br:4])Br.CC(C)([O-])C.[K+].C1(P(C2C=CC=CC=2)C2C=CC=CC=2)C=CC=CC=1.O=[CH:31][CH2:32][CH:33]1[CH2:38][CH2:37][N:36]([C:39]([O:41][C:42]([CH3:45])([CH3:44])[CH3:43])=[O:40])[CH2:35][CH2:34]1. (5) Given the product [OH:1][CH2:2][CH2:3][CH2:4][CH2:5][CH2:6][N:7]([CH2:8][C:9]1[C:10]2[C:15]([CH:16]=[C:17]3[C:22]=1[CH:21]=[CH:20][CH:19]=[CH:18]3)=[CH:14][CH:13]=[CH:12][CH:11]=2)[CH2:29][CH3:30], predict the reactants needed to synthesize it. The reactants are: [OH:1][CH2:2][CH2:3][CH2:4][CH2:5][CH2:6][NH:7][CH2:8][C:9]1[C:10]2[C:15]([CH:16]=[C:17]3[C:22]=1[CH:21]=[CH:20][CH:19]=[CH:18]3)=[CH:14][CH:13]=[CH:12][CH:11]=2.C([O-])([O-])=O.[K+].[K+].[CH2:29](Br)[CH3:30]. (6) Given the product [NH2:6][C:5]1[CH:7]=[CH:8][C:2]([C:12]2[N:11]([CH3:10])[C:15]([C:16]#[N:17])=[CH:14][CH:13]=2)=[C:3]([F:9])[CH:4]=1, predict the reactants needed to synthesize it. The reactants are: Br[C:2]1[CH:8]=[CH:7][C:5]([NH2:6])=[CH:4][C:3]=1[F:9].[CH3:10][N:11]1[C:15]([C:16]#[N:17])=[CH:14][CH:13]=[C:12]1B(O)O.[F-].[K+]. (7) Given the product [F:10][C:11]1[CH:18]=[N:17][CH:16]=[CH:15][C:12]=1[C:13]1[N:9]=[C:7]([OH:8])[C:3]2[S:4][CH:5]=[CH:6][C:2]=2[N:1]=1, predict the reactants needed to synthesize it. The reactants are: [NH2:1][C:2]1[CH:6]=[CH:5][S:4][C:3]=1[C:7]([NH2:9])=[O:8].[F:10][C:11]1[CH:18]=[N:17][CH:16]=[CH:15][C:12]=1[CH:13]=O.Cl.O1CCOCC1. (8) Given the product [C:24]([O:23][C:22]([NH:21][C@@H:5]([CH2:6][CH:7]1[CH2:8][CH2:9][CH:10]([O:13][Si:14]([C:17]([CH3:20])([CH3:19])[CH3:18])([CH3:15])[CH3:16])[CH2:11][CH2:12]1)[CH2:3][OH:2])=[O:28])([CH3:26])([CH3:25])[CH3:27], predict the reactants needed to synthesize it. The reactants are: C[O:2][C:3]([C@@H:5]([NH:21][C:22](=[O:28])[O:23][C:24]([CH3:27])([CH3:26])[CH3:25])[CH2:6][CH:7]1[CH2:12][CH2:11][CH:10]([O:13][Si:14]([C:17]([CH3:20])([CH3:19])[CH3:18])([CH3:16])[CH3:15])[CH2:9][CH2:8]1)=O.[BH4-].[Na+].